Dataset: NCI-60 drug combinations with 297,098 pairs across 59 cell lines. Task: Regression. Given two drug SMILES strings and cell line genomic features, predict the synergy score measuring deviation from expected non-interaction effect. (1) Drug 2: C1=NC2=C(N=C(N=C2N1C3C(C(C(O3)CO)O)O)F)N. Cell line: SK-MEL-28. Synergy scores: CSS=8.95, Synergy_ZIP=-3.07, Synergy_Bliss=0.166, Synergy_Loewe=-1.92, Synergy_HSA=-0.938. Drug 1: C1CN1P(=S)(N2CC2)N3CC3. (2) Drug 1: CN1C2=C(C=C(C=C2)N(CCCl)CCCl)N=C1CCCC(=O)O.Cl. Drug 2: CC1CCCC2(C(O2)CC(NC(=O)CC(C(C(=O)C(C1O)C)(C)C)O)C(=CC3=CSC(=N3)C)C)C. Cell line: A549. Synergy scores: CSS=40.9, Synergy_ZIP=-1.38, Synergy_Bliss=-6.75, Synergy_Loewe=-31.3, Synergy_HSA=-6.50. (3) Synergy scores: CSS=-1.16, Synergy_ZIP=0.635, Synergy_Bliss=1.32, Synergy_Loewe=1.42, Synergy_HSA=-1.08. Drug 1: C(=O)(N)NO. Drug 2: C1C(C(OC1N2C=NC3=C2NC=NCC3O)CO)O. Cell line: HOP-92. (4) Drug 1: C1=NC(=NC(=O)N1C2C(C(C(O2)CO)O)O)N. Drug 2: CCC1(CC2CC(C3=C(CCN(C2)C1)C4=CC=CC=C4N3)(C5=C(C=C6C(=C5)C78CCN9C7C(C=CC9)(C(C(C8N6C)(C(=O)OC)O)OC(=O)C)CC)OC)C(=O)OC)O.OS(=O)(=O)O. Cell line: SK-MEL-5. Synergy scores: CSS=5.25, Synergy_ZIP=-3.59, Synergy_Bliss=-3.80, Synergy_Loewe=-4.34, Synergy_HSA=-4.31. (5) Drug 1: COC1=C(C=C2C(=C1)N=CN=C2NC3=CC(=C(C=C3)F)Cl)OCCCN4CCOCC4. Drug 2: C1=NC2=C(N=C(N=C2N1C3C(C(C(O3)CO)O)F)Cl)N. Cell line: HCT-15. Synergy scores: CSS=42.2, Synergy_ZIP=-9.64, Synergy_Bliss=-5.58, Synergy_Loewe=-8.15, Synergy_HSA=-2.55. (6) Drug 2: CC12CCC3C(C1CCC2OP(=O)(O)O)CCC4=C3C=CC(=C4)OC(=O)N(CCCl)CCCl.[Na+]. Synergy scores: CSS=43.1, Synergy_ZIP=-3.98, Synergy_Bliss=-7.68, Synergy_Loewe=-12.1, Synergy_HSA=-6.16. Cell line: UACC-257. Drug 1: CCCS(=O)(=O)NC1=C(C(=C(C=C1)F)C(=O)C2=CNC3=C2C=C(C=N3)C4=CC=C(C=C4)Cl)F.